The task is: Predict the product of the given reaction.. This data is from Forward reaction prediction with 1.9M reactions from USPTO patents (1976-2016). (1) Given the reactants N(CC=C)CC(O)=O.CCN=C=NCCCN(C)C.[CH2:20]([NH:28][C:29]([C@@H:31]1[CH2:35][CH2:34][C@H:33]([CH2:36][CH:37]=[CH2:38])[NH:32]1)=[O:30])[CH2:21][C:22]1[CH:27]=[CH:26][CH:25]=[CH:24][CH:23]=1.[CH2:39]([N:43]1[CH2:50][CH2:49][CH2:48][C@H:44]1[C:45](N)=[O:46])CC=C, predict the reaction product. The product is: [CH2:20]([NH:28][C:29]([C@@H:31]1[CH2:35][CH2:34][C@H:33]([CH2:36][CH:37]=[CH2:38])[N:32]1[C:45](=[O:46])[C@@H:44]([NH:43][CH3:39])[CH2:48][CH:49]=[CH2:50])=[O:30])[CH2:21][C:22]1[CH:27]=[CH:26][CH:25]=[CH:24][CH:23]=1. (2) Given the reactants [F:1][C:2]1[CH:3]=[C:4]([N:9]2[CH2:13][C@H:12]([CH2:14][N:15]3C(=O)C4C(=CC=CC=4)C3=O)[O:11][C:10]2=[O:26])[CH:5]=[CH:6][C:7]=1[F:8].O.NN, predict the reaction product. The product is: [NH2:15][CH2:14][C@@H:12]1[O:11][C:10](=[O:26])[N:9]([C:4]2[CH:5]=[CH:6][C:7]([F:8])=[C:2]([F:1])[CH:3]=2)[CH2:13]1. (3) Given the reactants [F:1][C:2]1[CH:3]=[CH:4][C:5]2[N:9]=[C:8]([C:10]([F:13])([F:12])[F:11])[N:7]([C:14]3[C:15]([CH3:22])=[C:16]([CH2:20]O)[CH:17]=[CH:18][CH:19]=3)[C:6]=2[C:23]=1[F:24].[Br:25]P(Br)Br.C(OCC)(=O)C, predict the reaction product. The product is: [Br:25][CH2:20][C:16]1[C:15]([CH3:22])=[C:14]([N:7]2[C:6]3[C:23]([F:24])=[C:2]([F:1])[CH:3]=[CH:4][C:5]=3[N:9]=[C:8]2[C:10]([F:13])([F:12])[F:11])[CH:19]=[CH:18][CH:17]=1.